Dataset: Forward reaction prediction with 1.9M reactions from USPTO patents (1976-2016). Task: Predict the product of the given reaction. Given the reactants [CH3:1][CH:2]([C@H:4]1[CH2:9][NH:8][CH2:7][CH2:6][N:5]1C(OC(C)(C)C)=O)[CH3:3].Cl, predict the reaction product. The product is: [CH3:1][CH:2]([C@H:4]1[CH2:9][NH:8][CH2:7][CH2:6][NH:5]1)[CH3:3].